From a dataset of Reaction yield outcomes from USPTO patents with 853,638 reactions. Predict the reaction yield, written as a fraction of the theoretical maximum amount of product (1.0 means a 100% yield; for example, 0.34 means a 34% yield). (1) The reactants are [N+:1]([C:4]1[CH:5]=[C:6]([NH2:16])[CH:7]=[CH:8][C:9]=1[N:10]1[CH2:15][CH2:14][CH2:13][CH2:12][CH2:11]1)([O-:3])=[O:2].Br[CH2:18][CH2:19][O:20][CH2:21][CH2:22]Br.C([O-])([O-])=O.[K+].[K+].CCOCC.CCCCCC. The catalyst is C1(C)C=CC=CC=1. The product is [N+:1]([C:4]1[CH:5]=[C:6]([N:16]2[CH2:22][CH2:21][O:20][CH2:19][CH2:18]2)[CH:7]=[CH:8][C:9]=1[N:10]1[CH2:11][CH2:12][CH2:13][CH2:14][CH2:15]1)([O-:3])=[O:2]. The yield is 0.700. (2) The product is [C:42]([N:22]1[CH2:21][CH2:20][N:19]([C:17]2[S:18][C:14](=[CH:13][C:10]3[CH:11]=[CH:12][C:7]([O:6][CH2:5][C:4]4[CH:28]=[CH:29][C:30]([C:32]([F:35])([F:33])[F:34])=[CH:31][C:3]=4[C:2]([F:36])([F:1])[F:37])=[C:8]([O:26][CH3:27])[CH:9]=3)[C:15](=[O:25])[N:16]=2)[CH2:24][CH2:23]1)(=[O:44])[CH3:43]. The yield is 0.400. The reactants are [F:1][C:2]([F:37])([F:36])[C:3]1[CH:31]=[C:30]([C:32]([F:35])([F:34])[F:33])[CH:29]=[CH:28][C:4]=1[CH2:5][O:6][C:7]1[CH:12]=[CH:11][C:10]([CH:13]=[C:14]2[S:18][C:17]([N:19]3[CH2:24][CH2:23][NH:22][CH2:21][CH2:20]3)=[N:16][C:15]2=[O:25])=[CH:9][C:8]=1[O:26][CH3:27].C(Cl)(Cl)Cl.[C:42](Cl)(=[O:44])[CH3:43]. The catalyst is CCOC(C)=O. (3) The reactants are [S:1]1[CH:5]=[CH:4][CH:3]=[C:2]1[CH:6]=O.[CH3:8][O:9][C:10](=[O:27])[C:11]1[C:12](=[C:17]([NH:21]CCCCC)[CH:18]=[CH:19][CH:20]=1)[C:13]([O:15][CH3:16])=[O:14]. No catalyst specified. The product is [CH3:8][O:9][C:10](=[O:27])[C:11]1[C:12](=[C:17]([NH:21][CH2:6][C:2]2[S:1][CH:5]=[CH:4][CH:3]=2)[CH:18]=[CH:19][CH:20]=1)[C:13]([O:15][CH3:16])=[O:14]. The yield is 0.580. (4) The reactants are C(OC([N:8]1[CH2:13][CH2:12][N:11]([C:14]2[CH:42]=[CH:41][C:17]3[S:18][C:19]([S:22]([N:25]4[CH2:30][CH2:29][N:28]([C:31]5[C:36]([C:37]([F:40])([F:39])[F:38])=[CH:35][CH:34]=[CH:33][N:32]=5)[CH2:27][CH2:26]4)(=[O:24])=[O:23])=[C:20]([CH3:21])[C:16]=3[CH:15]=2)[CH2:10][CH2:9]1)=O)(C)(C)C.C(O)(C(F)(F)F)=O. The catalyst is C(Cl)Cl. The product is [CH3:21][C:20]1[C:16]2[CH:15]=[C:14]([N:11]3[CH2:12][CH2:13][NH:8][CH2:9][CH2:10]3)[CH:42]=[CH:41][C:17]=2[S:18][C:19]=1[S:22]([N:25]1[CH2:30][CH2:29][N:28]([C:31]2[C:36]([C:37]([F:39])([F:38])[F:40])=[CH:35][CH:34]=[CH:33][N:32]=2)[CH2:27][CH2:26]1)(=[O:24])=[O:23]. The yield is 0.660. (5) The reactants are [CH3:1][C:2]1[CH:3]=[CH:4][C:5]([NH:11][C:12](=[O:17])[C:13]([F:16])([F:15])[F:14])=[C:6]([CH:10]=1)[C:7]([OH:9])=[O:8].[C:18](OC(O[C:18]([CH3:21])([CH3:20])[CH3:19])N(C)C)([CH3:21])([CH3:20])[CH3:19]. The catalyst is C1(C)C=CC=CC=1. The product is [CH3:1][C:2]1[CH:3]=[CH:4][C:5]([NH:11][C:12](=[O:17])[C:13]([F:14])([F:15])[F:16])=[C:6]([CH:10]=1)[C:7]([O:9][C:18]([CH3:21])([CH3:20])[CH3:19])=[O:8]. The yield is 0.980. (6) The reactants are [CH2:1]([O:3][C:4](=[O:26])[C@@H:5]([CH2:12][C:13]1[CH:18]=[CH:17][C:16]([NH2:19])=[C:15]([CH3:20])[C:14]=1[CH2:21][O:22][C:23](=[O:25])[CH3:24])[CH2:6][C:7]([O:9][CH2:10][CH3:11])=[O:8])[CH3:2].C([O-])(=O)C.[Na+].[Br:32]Br.S([O-])([O-])(=O)=S.[Na+].[Na+]. The catalyst is C(O)(=O)C. The product is [CH2:1]([O:3][C:4](=[O:26])[C@@H:5]([CH2:12][C:13]1[CH:18]=[C:17]([Br:32])[C:16]([NH2:19])=[C:15]([CH3:20])[C:14]=1[CH2:21][O:22][C:23](=[O:25])[CH3:24])[CH2:6][C:7]([O:9][CH2:10][CH3:11])=[O:8])[CH3:2]. The yield is 0.770. (7) The reactants are Cl[C:2]1[N:7]=[C:6]([N:8]([CH2:16][C:17]2[CH:22]=[CH:21][C:20]([O:23][CH3:24])=[CH:19][C:18]=2[O:25][CH3:26])[C:9](=[O:15])[O:10][C:11]([CH3:14])([CH3:13])[CH3:12])[C:5]2[N:27]=[CH:28][N:29]([CH3:30])[C:4]=2[CH:3]=1.[C:31](=[NH:44])([C:38]1[CH:43]=[CH:42][CH:41]=[CH:40][CH:39]=1)[C:32]1[CH:37]=[CH:36][CH:35]=[CH:34][CH:33]=1.CC1(C)C2C=CC=C(P(C3C=CC=CC=3)C3C=CC=CC=3)C=2OC2C1=CC=CC=2P(C1C=CC=CC=1)C1C=CC=CC=1.C(=O)([O-])[O-].[Cs+].[Cs+]. The catalyst is C1C=CC(/C=C/C(/C=C/C2C=CC=CC=2)=O)=CC=1.C1C=CC(/C=C/C(/C=C/C2C=CC=CC=2)=O)=CC=1.C1C=CC(/C=C/C(/C=C/C2C=CC=CC=2)=O)=CC=1.[Pd].[Pd].O1CCOCC1. The product is [CH3:26][O:25][C:18]1[CH:19]=[C:20]([O:23][CH3:24])[CH:21]=[CH:22][C:17]=1[CH2:16][N:8]([C:6]1[C:5]2[N:27]=[CH:28][N:29]([CH3:30])[C:4]=2[CH:3]=[C:2]([N:44]=[C:31]([C:32]2[CH:37]=[CH:36][CH:35]=[CH:34][CH:33]=2)[C:38]2[CH:43]=[CH:42][CH:41]=[CH:40][CH:39]=2)[N:7]=1)[C:9](=[O:15])[O:10][C:11]([CH3:14])([CH3:13])[CH3:12]. The yield is 0.890.